Predict which catalyst facilitates the given reaction. From a dataset of Catalyst prediction with 721,799 reactions and 888 catalyst types from USPTO. (1) Reactant: [OH-].[K+].[F:3][C:4]1[CH:11]=[CH:10][C:7]([CH:8]=O)=[CH:6][CH:5]=1.[C:12]1(=[O:19])[CH2:18][CH2:17][CH2:16][CH2:15][CH2:14][CH2:13]1.Cl. Product: [F:3][C:4]1[CH:11]=[CH:10][C:7]([CH:8]=[C:13]2[CH2:14][CH2:15][CH2:16][CH2:17][CH2:18][C:12]2=[O:19])=[CH:6][CH:5]=1. The catalyst class is: 6. (2) Product: [OH:6][C@H:7]([CH2:30][O:31][C:32]1[CH:33]=[CH:34][CH:35]=[CH:36][CH:37]=1)[CH2:8][NH:9][CH2:10][C@H:11]1[CH2:20][CH2:19][C:18]2[C:13](=[CH:14][CH:15]=[C:16]([C:21]3[CH:26]=[CH:25][N:24]=[C:23]([C:27]([NH2:29])=[O:28])[CH:22]=3)[CH:17]=2)[O:12]1. The catalyst class is: 12. Reactant: CC([Si](C)(C)[O:6][C@H:7]([CH2:30][O:31][C:32]1[CH:37]=[CH:36][CH:35]=[CH:34][CH:33]=1)[CH2:8][NH:9][CH2:10][C@H:11]1[CH2:20][CH2:19][C:18]2[C:13](=[CH:14][CH:15]=[C:16]([C:21]3[CH:26]=[CH:25][N:24]=[C:23]([C:27]([NH2:29])=[O:28])[CH:22]=3)[CH:17]=2)[O:12]1)(C)C.Cl. (3) Reactant: Cl[C:2]1[N:11]=[CH:10][C:9]([F:12])=[CH:8][C:3]=1[C:4]([O:6][CH3:7])=[O:5].C(=O)([O-])[O-].[K+].[K+].[F:19][C:20]1[CH:25]=[CH:24][C:23]([NH:26][CH:27]2[CH2:30][NH:29][CH2:28]2)=[C:22]([CH3:31])[CH:21]=1. Product: [F:12][C:9]1[CH:10]=[N:11][C:2]([N:29]2[CH2:30][CH:27]([NH:26][C:23]3[CH:24]=[CH:25][C:20]([F:19])=[CH:21][C:22]=3[CH3:31])[CH2:28]2)=[C:3]([CH:8]=1)[C:4]([O:6][CH3:7])=[O:5]. The catalyst class is: 7. (4) Reactant: P(Cl)(Cl)(Cl)(Cl)[Cl:2].[Na+].[C:8]1([CH3:18])[CH:13]=[CH:12][C:11]([S:14]([O-])(=[O:16])=[O:15])=[CH:10][CH:9]=1. Product: [C:8]1([CH3:18])[CH:13]=[CH:12][C:11]([S:14]([Cl:2])(=[O:16])=[O:15])=[CH:10][CH:9]=1. The catalyst class is: 6.